Dataset: Forward reaction prediction with 1.9M reactions from USPTO patents (1976-2016). Task: Predict the product of the given reaction. (1) Given the reactants [Cl:1][C:2]1[CH:3]=[C:4]([CH:27]=[CH:28][C:29]=1[Cl:30])[C:5]([NH:7][C:8]1[CH:9]=[CH:10][C:11]([O:14][C:15]2C=CC(CNCC(O)=O)=[CH:17][CH:16]=2)=[N:12][CH:13]=1)=[O:6].[O:31]1[C:36]2[CH:37]=[CH:38][C:39]([CH2:41][N:42]3[CH2:47][CH2:46][NH:45][CH2:44][CH2:43]3)=[CH:40][C:35]=2[O:34][CH2:33][CH2:32]1.O.ON1C2C=CC=CC=2N=N1.Cl.C(N=C=N[CH2:65][CH2:66][CH2:67][N:68]([CH3:70])[CH3:69])C.[C:71]([OH:78])(=[O:77])/[CH:72]=[CH:73]\[C:74]([OH:76])=[O:75], predict the reaction product. The product is: [C:71]([OH:78])(=[O:77])/[CH:72]=[CH:73]\[C:74]([OH:76])=[O:75].[Cl:1][C:2]1[CH:3]=[C:4]([CH:27]=[CH:28][C:29]=1[Cl:30])[C:5]([NH:7][C:8]1[CH:13]=[N:12][C:11]([O:14][C:15]2[CH:65]=[CH:66][C:67]([N:68]([CH2:69][C:74]([N:45]3[CH2:46][CH2:47][N:42]([CH2:41][C:39]4[CH:38]=[CH:37][C:36]5[O:31][CH2:32][CH2:33][O:34][C:35]=5[CH:40]=4)[CH2:43][CH2:44]3)=[O:75])[CH3:70])=[CH:17][CH:16]=2)=[CH:10][CH:9]=1)=[O:6]. (2) Given the reactants [S:1]1[C:5]2[CH:6]=[CH:7][CH:8]=[CH:9][C:4]=2[C:3]([N:10]2[CH2:15][CH2:14][N:13]([CH2:16][CH2:17][C:18]3[CH:19]=[CH:20][CH:21]=[C:22]4[C:27]=3[NH:26][CH2:25][CH2:24][C:23]4([CH3:29])[CH3:28])[CH2:12][CH2:11]2)=[N:2]1.C(N(CC)CC)C.[C:37](Cl)(=[O:39])[CH3:38], predict the reaction product. The product is: [S:1]1[C:5]2[CH:6]=[CH:7][CH:8]=[CH:9][C:4]=2[C:3]([N:10]2[CH2:15][CH2:14][N:13]([CH2:16][CH2:17][C:18]3[CH:19]=[CH:20][CH:21]=[C:22]4[C:27]=3[N:26]([C:37](=[O:39])[CH3:38])[CH2:25][CH2:24][C:23]4([CH3:29])[CH3:28])[CH2:12][CH2:11]2)=[N:2]1. (3) Given the reactants [CH2:1]([N:8]1[C:12]2[CH:13]=[C:14](Cl)[C:15]3[N:16]([C:17]([CH3:20])=[N:18][N:19]=3)[C:11]=2[CH:10]=[C:9]1[CH3:22])[C:2]1[CH:7]=[CH:6][CH:5]=[CH:4][CH:3]=1.[NH2:23][CH:24]1[CH2:29][CH2:28][N:27]([C:30]([O:32][C:33]([CH3:36])([CH3:35])[CH3:34])=[O:31])[CH2:26][CH2:25]1.CC([O-])(C)C.[Na+].CC1(C)C2C=CC=C(P(C3C=CC=CC=3)C3C=CC=CC=3)C=2OC2C1=CC=CC=2P(C1C=CC=CC=1)C1C=CC=CC=1, predict the reaction product. The product is: [CH2:1]([N:8]1[C:12]2[CH:13]=[C:14]([NH:23][CH:24]3[CH2:25][CH2:26][N:27]([C:30]([O:32][C:33]([CH3:36])([CH3:35])[CH3:34])=[O:31])[CH2:28][CH2:29]3)[C:15]3[N:16]([C:17]([CH3:20])=[N:18][N:19]=3)[C:11]=2[CH:10]=[C:9]1[CH3:22])[C:2]1[CH:7]=[CH:6][CH:5]=[CH:4][CH:3]=1.